From a dataset of Choline transporter screen with 302,306 compounds. Binary Classification. Given a drug SMILES string, predict its activity (active/inactive) in a high-throughput screening assay against a specified biological target. The compound is Clc1c(S(=O)(=O)Nc2ccc(c3nnc(N4CCOCC4)cc3)cc2)cc([N+]([O-])=O)cc1. The result is 0 (inactive).